Dataset: Forward reaction prediction with 1.9M reactions from USPTO patents (1976-2016). Task: Predict the product of the given reaction. (1) Given the reactants [CH3:1][O:2][C:3](=[O:16])[C:4]1[C:9]([N+:10]([O-:12])=[O:11])=[CH:8][CH:7]=[CH:6][C:5]=1[CH2:13][CH:14]=[CH2:15].B.CSC.[OH-:21].[Na+].OO, predict the reaction product. The product is: [CH3:1][O:2][C:3](=[O:16])[C:4]1[C:9]([N+:10]([O-:12])=[O:11])=[CH:8][CH:7]=[CH:6][C:5]=1[CH2:13][CH2:14][CH2:15][OH:21]. (2) Given the reactants C[O:2][CH:3](OC)[C:4]1[C:9]([F:10])=[CH:8][CH:7]=[C:6]([N+:11]([O-:13])=[O:12])[C:5]=1[NH:14][C:15]1[CH:20]=[CH:19][C:18]([I:21])=[CH:17][C:16]=1[F:22].Cl, predict the reaction product. The product is: [F:10][C:9]1[C:4]([CH:3]=[O:2])=[C:5]([NH:14][C:15]2[CH:20]=[CH:19][C:18]([I:21])=[CH:17][C:16]=2[F:22])[C:6]([N+:11]([O-:13])=[O:12])=[CH:7][CH:8]=1. (3) Given the reactants [Cl:1][C:2]1[CH:9]=[C:8]([Cl:10])[CH:7]=[C:6]([Cl:11])[C:3]=1[CH:4]=O.C([O-])(=O)C.[NH4+].[N+:17]([CH2:20][CH3:21])([O-:19])=[O:18], predict the reaction product. The product is: [Cl:1][C:2]1[CH:9]=[C:8]([Cl:10])[CH:7]=[C:6]([Cl:11])[C:3]=1/[CH:4]=[C:20](/[N+:17]([O-:19])=[O:18])\[CH3:21]. (4) Given the reactants Br[CH2:2][C:3]1[N:4]=[C:5]([O:20][CH2:21][CH2:22][CH3:23])[C:6]2[N:11]=[C:10]([C:12]3[CH:17]=[C:16]([F:18])[CH:15]=[CH:14][C:13]=3[Cl:19])[O:9][C:7]=2[N:8]=1.[NH:24]1[CH2:29][CH2:28][O:27][CH2:26][CH2:25]1.C(=O)([O-])[O-].[K+].[K+].O, predict the reaction product. The product is: [Cl:19][C:13]1[CH:14]=[CH:15][C:16]([F:18])=[CH:17][C:12]=1[C:10]1[O:9][C:7]2[N:8]=[C:3]([CH2:2][N:24]3[CH2:29][CH2:28][O:27][CH2:26][CH2:25]3)[N:4]=[C:5]([O:20][CH2:21][CH2:22][CH3:23])[C:6]=2[N:11]=1.